This data is from NCI-60 drug combinations with 297,098 pairs across 59 cell lines. The task is: Regression. Given two drug SMILES strings and cell line genomic features, predict the synergy score measuring deviation from expected non-interaction effect. (1) Drug 1: CC1=CC2C(CCC3(C2CCC3(C(=O)C)OC(=O)C)C)C4(C1=CC(=O)CC4)C. Drug 2: C1CN(P(=O)(OC1)NCCCl)CCCl. Cell line: NCI-H226. Synergy scores: CSS=-2.91, Synergy_ZIP=4.82, Synergy_Bliss=5.64, Synergy_Loewe=-0.199, Synergy_HSA=-0.268. (2) Drug 1: CC1=CC2C(CCC3(C2CCC3(C(=O)C)OC(=O)C)C)C4(C1=CC(=O)CC4)C. Drug 2: C1CC(C1)(C(=O)O)C(=O)O.[NH2-].[NH2-].[Pt+2]. Cell line: HCT116. Synergy scores: CSS=21.7, Synergy_ZIP=-1.26, Synergy_Bliss=-2.76, Synergy_Loewe=-11.9, Synergy_HSA=-1.34. (3) Drug 1: CN1CCC(CC1)COC2=C(C=C3C(=C2)N=CN=C3NC4=C(C=C(C=C4)Br)F)OC. Drug 2: C1=NC2=C(N1)C(=S)N=C(N2)N. Cell line: MCF7. Synergy scores: CSS=32.5, Synergy_ZIP=-2.41, Synergy_Bliss=-2.26, Synergy_Loewe=-7.04, Synergy_HSA=-0.447.